From a dataset of Forward reaction prediction with 1.9M reactions from USPTO patents (1976-2016). Predict the product of the given reaction. (1) Given the reactants CCOC(/N=N/C(OCC)=O)=O.[OH:13][C:14]1[CH:15]=[CH:16][C:17]([N+:24]([O-:26])=[O:25])=[C:18]([CH:23]=1)[C:19]([O:21][CH3:22])=[O:20].C1(P(C2C=CC=CC=2)C2C=CC=CC=2)C=CC=CC=1.[S:46]1[CH:50]=[CH:49][CH:48]=[C:47]1[CH2:51]O, predict the reaction product. The product is: [N+:24]([C:17]1[CH:16]=[CH:15][C:14]([O:13][CH2:51][C:47]2[S:46][CH:50]=[CH:49][CH:48]=2)=[CH:23][C:18]=1[C:19]([O:21][CH3:22])=[O:20])([O-:26])=[O:25]. (2) Given the reactants [NH2:1][C@H:2]([C:7]([OH:9])=O)[CH2:3][CH2:4][S:5][CH3:6].[CH:10]1[CH:11]=[CH:12][C:13]2N(O)N=N[C:14]=2[CH:15]=1.C(N(CC)CC)C.[C:27]([O:31][C:32](=[O:36])[C@H:33]([CH3:35])[NH2:34])([CH3:30])([CH3:29])[CH3:28], predict the reaction product. The product is: [CH2:27]([O:31][C:32]([NH:1][C@H:2]([C:7]([NH:34][C@@H:33]([C:32]([O:31][C:27]([CH3:30])([CH3:29])[CH3:28])=[O:36])[CH3:35])=[O:9])[CH2:3][CH2:4][S:5][CH3:6])=[O:36])[C:14]1[CH:13]=[CH:12][CH:11]=[CH:10][CH:15]=1. (3) Given the reactants [F:1][C:2]1[CH:9]=[C:8]([O:10][CH3:11])[CH:7]=[C:6](F)[C:3]=1[C:4]#[N:5].[NH3:13], predict the reaction product. The product is: [NH2:13][C:6]1[CH:7]=[C:8]([O:10][CH3:11])[CH:9]=[C:2]([F:1])[C:3]=1[C:4]#[N:5]. (4) Given the reactants ClCCl.O1CCOCC1.[C:10]1([Mg][C:10]2[CH:15]=[CH:14][CH:13]=[CH:12][CH:11]=2)[CH:15]=[CH:14][CH:13]=[CH:12][CH:11]=1.[C:23]1([CH3:31])[CH:28]=[CH:27][C:26]([CH:29]=[O:30])=[CH:25][CH:24]=1.Cl, predict the reaction product. The product is: [CH3:31][C:23]1[CH:28]=[CH:27][C:26]([CH:29]([OH:30])[C:10]2[CH:15]=[CH:14][CH:13]=[CH:12][CH:11]=2)=[CH:25][CH:24]=1.